Dataset: Reaction yield outcomes from USPTO patents with 853,638 reactions. Task: Predict the reaction yield, written as a fraction of the theoretical maximum amount of product (1.0 means a 100% yield; for example, 0.34 means a 34% yield). (1) The reactants are C([O:3][C:4](=[O:15])[CH2:5][S:6][C:7]1[CH:12]=[CH:11][C:10]([OH:13])=[CH:9][C:8]=1[CH3:14])C.[C:16]([C:24]1[CH:41]=[C:40]([CH2:42][CH3:43])[CH:39]=[CH:38][C:25]=1[O:26][CH:27]([CH2:35][CH2:36][CH3:37])[CH2:28][CH2:29]OS(C)(=O)=O)(=[O:23])[C:17]1[CH:22]=[CH:21][CH:20]=[CH:19][CH:18]=1.C([O-])([O-])=O.[Cs+].[Cs+].[OH-].[Na+].Cl. The catalyst is CN(C=O)C.O. The product is [C:16]([C:24]1[CH:41]=[C:40]([CH2:42][CH3:43])[CH:39]=[CH:38][C:25]=1[O:26][CH:27]([CH2:35][CH2:36][CH3:37])[CH2:28][CH2:29][O:13][C:10]1[CH:11]=[CH:12][C:7]([S:6][CH2:5][C:4]([OH:3])=[O:15])=[C:8]([CH3:14])[CH:9]=1)(=[O:23])[C:17]1[CH:18]=[CH:19][CH:20]=[CH:21][CH:22]=1. The yield is 0.330. (2) The reactants are [CH:1]1([C:4]2[NH:8][N:7]=[C:6]([NH:9][C:10]3[N:15]=[C:14]([NH:16][C@H:17]([C:19]4[CH:24]=[CH:23][C:22]([F:25])=[CH:21][CH:20]=4)[CH3:18])[C:13]([N+:26]([O-])=O)=[CH:12][CH:11]=3)[CH:5]=2)[CH2:3][CH2:2]1.[Cl-].[NH4+].C([O-])(=O)C.[NH4+]. The catalyst is CO.C1COCC1.[Zn]. The product is [CH:1]1([C:4]2[NH:8][N:7]=[C:6]([NH:9][C:10]3[N:15]=[C:14]([NH:16][C@H:17]([C:19]4[CH:20]=[CH:21][C:22]([F:25])=[CH:23][CH:24]=4)[CH3:18])[C:13]([NH2:26])=[CH:12][CH:11]=3)[CH:5]=2)[CH2:3][CH2:2]1. The yield is 1.00. (3) The reactants are Br[CH2:2][CH2:3][CH2:4][CH2:5][Cl:6].C(=O)([O-])[O-].[K+].[K+].[OH:13][C:14]1[CH:23]=[C:22]2[C:17]([CH2:18][CH2:19][C:20](=[O:24])[NH:21]2)=[CH:16][CH:15]=1.CC(C)=O. The catalyst is CCCCCC. The product is [Cl:6][CH2:5][CH2:4][CH2:3][CH2:2][O:13][C:14]1[CH:23]=[C:22]2[C:17]([CH2:18][CH2:19][C:20](=[O:24])[NH:21]2)=[CH:16][CH:15]=1. The yield is 0.780.